From a dataset of NCI-60 drug combinations with 297,098 pairs across 59 cell lines. Regression. Given two drug SMILES strings and cell line genomic features, predict the synergy score measuring deviation from expected non-interaction effect. (1) Drug 1: CC12CCC(CC1=CCC3C2CCC4(C3CC=C4C5=CN=CC=C5)C)O. Drug 2: C1CNP(=O)(OC1)N(CCCl)CCCl. Cell line: MDA-MB-435. Synergy scores: CSS=0.806, Synergy_ZIP=-2.16, Synergy_Bliss=-8.26, Synergy_Loewe=-12.1, Synergy_HSA=-9.08. (2) Drug 1: C1=NC2=C(N=C(N=C2N1C3C(C(C(O3)CO)O)O)F)N. Drug 2: CC1CCC2CC(C(=CC=CC=CC(CC(C(=O)C(C(C(=CC(C(=O)CC(OC(=O)C3CCCCN3C(=O)C(=O)C1(O2)O)C(C)CC4CCC(C(C4)OC)OCCO)C)C)O)OC)C)C)C)OC. Cell line: SF-295. Synergy scores: CSS=12.0, Synergy_ZIP=4.13, Synergy_Bliss=1.68, Synergy_Loewe=-4.38, Synergy_HSA=-0.920. (3) Drug 1: CN1CCC(CC1)COC2=C(C=C3C(=C2)N=CN=C3NC4=C(C=C(C=C4)Br)F)OC. Drug 2: CC1C(C(CC(O1)OC2CC(CC3=C2C(=C4C(=C3O)C(=O)C5=C(C4=O)C(=CC=C5)OC)O)(C(=O)CO)O)N)O.Cl. Cell line: T-47D. Synergy scores: CSS=44.9, Synergy_ZIP=5.20, Synergy_Bliss=5.01, Synergy_Loewe=-5.93, Synergy_HSA=6.89. (4) Drug 1: CC1=CC2C(CCC3(C2CCC3(C(=O)C)OC(=O)C)C)C4(C1=CC(=O)CC4)C. Drug 2: CC1=C(C=C(C=C1)NC(=O)C2=CC=C(C=C2)CN3CCN(CC3)C)NC4=NC=CC(=N4)C5=CN=CC=C5. Synergy scores: CSS=-2.50, Synergy_ZIP=3.69, Synergy_Bliss=7.39, Synergy_Loewe=1.54, Synergy_HSA=1.51. Cell line: NCI-H226. (5) Drug 2: CCC1(CC2CC(C3=C(CCN(C2)C1)C4=CC=CC=C4N3)(C5=C(C=C6C(=C5)C78CCN9C7C(C=CC9)(C(C(C8N6C)(C(=O)OC)O)OC(=O)C)CC)OC)C(=O)OC)O.OS(=O)(=O)O. Drug 1: C1=CC=C(C=C1)NC(=O)CCCCCCC(=O)NO. Cell line: SNB-19. Synergy scores: CSS=2.73, Synergy_ZIP=-1.25, Synergy_Bliss=-0.951, Synergy_Loewe=1.33, Synergy_HSA=-0.0558.